Dataset: Full USPTO retrosynthesis dataset with 1.9M reactions from patents (1976-2016). Task: Predict the reactants needed to synthesize the given product. (1) Given the product [N:1]12[CH2:6][CH2:5][CH:4]([CH2:7][CH2:8]1)[C@@H:3]([O:9][C:10](=[O:38])[NH:11][C:12]1[CH:17]=[C:16]([CH2:18][CH2:19][CH2:20][CH2:21][O:22][C:23]3[CH:24]=[CH:25][C:26]([CH2:29][CH2:30][NH:31][CH2:59][C@@H:58]([C:50]4[CH:49]=[CH:48][C:47]([O:46][CH2:39][C:40]5[CH:45]=[CH:44][CH:43]=[CH:42][CH:41]=5)=[C:56]5[C:51]=4[CH:52]=[CH:53][C:54](=[O:57])[NH:55]5)[O:61][Si:62]([C:65]([CH3:68])([CH3:67])[CH3:66])([CH3:64])[CH3:63])=[CH:27][CH:28]=3)[CH:15]=[CH:14][C:13]=1[C:32]1[CH:37]=[CH:36][CH:35]=[CH:34][CH:33]=1)[CH2:2]2, predict the reactants needed to synthesize it. The reactants are: [N:1]12[CH2:8][CH2:7][CH:4]([CH2:5][CH2:6]1)[C@@H:3]([O:9][C:10](=[O:38])[NH:11][C:12]1[CH:17]=[C:16]([CH2:18][CH2:19][CH2:20][CH2:21][O:22][C:23]3[CH:28]=[CH:27][C:26]([CH2:29][CH2:30][NH2:31])=[CH:25][CH:24]=3)[CH:15]=[CH:14][C:13]=1[C:32]1[CH:37]=[CH:36][CH:35]=[CH:34][CH:33]=1)[CH2:2]2.[CH2:39]([O:46][C:47]1[CH:48]=[CH:49][C:50]([C@@H:58]([O:61][Si:62]([C:65]([CH3:68])([CH3:67])[CH3:66])([CH3:64])[CH3:63])[CH2:59]Br)=[C:51]2[C:56]=1[NH:55][C:54](=[O:57])[CH:53]=[CH:52]2)[C:40]1[CH:45]=[CH:44][CH:43]=[CH:42][CH:41]=1.C(=O)(O)[O-].[Na+].[I].[Na]. (2) Given the product [C:41]([C:40]1[N:23]=[C:22]([NH:25][C:26]2[CH:31]=[CH:30][C:29]([C@@H:32]([CH3:37])[C:33]([OH:35])=[O:34])=[CH:28][CH:27]=2)[S:24][CH:39]=1)([CH3:44])([CH3:43])[CH3:42], predict the reactants needed to synthesize it. The reactants are: FC(F)(F)C1N=C(NC2C=CC([C@@H](C)C(O)=O)=CC=2)SC=1.[C:22]([NH:25][C:26]1[CH:31]=[CH:30][C:29]([C@@H:32]([CH3:37])[C:33]([O:35]C)=[O:34])=[CH:28][CH:27]=1)(=[S:24])[NH2:23].Br[CH2:39][C:40](=O)[C:41]([CH3:44])([CH3:43])[CH3:42]. (3) Given the product [NH2:22][C:23]1[CH:28]=[C:27]([C:2]2[S:6][C:5]([C@@H:7]([OH:21])[C@@H:8]3[N:12]([CH3:13])[C:11](=[O:14])[CH2:10][C@@H:9]3[C:15]3[CH:20]=[CH:19][CH:18]=[CH:17][CH:16]=3)=[CH:4][CH:3]=2)[CH:26]=[CH:25][CH:24]=1.[F:32][C:33]1[CH:38]=[CH:37][C:36]([NH:39][C:40]([NH:22][C:23]2[CH:28]=[C:27]([C:2]3[S:6][C:5]([C@@H:7]([OH:21])[C@@H:8]4[N:12]([CH3:13])[C:11](=[O:14])[CH2:10][C@@H:9]4[C:15]4[CH:20]=[CH:19][CH:18]=[CH:17][CH:16]=4)=[CH:4][CH:3]=3)[CH:26]=[CH:25][CH:24]=2)=[O:41])=[CH:35][CH:34]=1, predict the reactants needed to synthesize it. The reactants are: Br[C:2]1[S:6][C:5]([C@@H:7]([OH:21])[C@@H:8]2[N:12]([CH3:13])[C:11](=[O:14])[CH2:10][C@@H:9]2[C:15]2[CH:20]=[CH:19][CH:18]=[CH:17][CH:16]=2)=[CH:4][CH:3]=1.[NH2:22][C:23]1[CH:24]=[C:25](B(O)O)[CH:26]=[CH:27][CH:28]=1.[F:32][C:33]1[CH:38]=[CH:37][C:36]([N:39]=[C:40]=[O:41])=[CH:35][CH:34]=1.O. (4) Given the product [N:10]1([CH2:4][CH2:5][CH2:6][CH2:7][CH2:8][NH2:9])[CH2:14][CH2:13][CH2:12][CH2:11]1, predict the reactants needed to synthesize it. The reactants are: N#N.Br[CH2:4][CH2:5][CH2:6][CH2:7][C:8]#[N:9].[NH:10]1[CH2:14][CH2:13][CH2:12][CH2:11]1.C([O-])([O-])=O.[K+].[K+]. (5) Given the product [NH2:2][C:3]1[C:4]([C:8]([Cl:1])=[N:10][OH:11])=[N:5][O:6][N:7]=1, predict the reactants needed to synthesize it. The reactants are: [ClH:1].[NH2:2][C:3]1[C:4]([C:8](=[N:10][OH:11])N)=[N:5][O:6][N:7]=1.N([O-])=O.[Na+]. (6) Given the product [C:1]([O:5][C:6]([N:8]1[CH2:13][CH2:12][N:11]([C:15]2[N:20]=[CH:19][C:18]([O:21][CH3:22])=[CH:17][N:16]=2)[CH2:10][CH2:9]1)=[O:7])([CH3:4])([CH3:2])[CH3:3], predict the reactants needed to synthesize it. The reactants are: [C:1]([O:5][C:6]([N:8]1[CH2:13][CH2:12][NH:11][CH2:10][CH2:9]1)=[O:7])([CH3:4])([CH3:3])[CH3:2].Cl[C:15]1[N:20]=[CH:19][C:18]([O:21][CH3:22])=[CH:17][N:16]=1.C(N(CC)CC)C. (7) Given the product [Cl:1][C:2]1[CH:3]=[C:4]([CH:21]=[CH:22][C:23]=1[Cl:24])[O:5][CH2:6][C@@H:7]([N:11]1[CH:15]=[C:14]([C:16]([NH2:26])=[O:17])[N:13]=[CH:12]1)[C@@H:8]([OH:10])[CH3:9], predict the reactants needed to synthesize it. The reactants are: [Cl:1][C:2]1[CH:3]=[C:4]([CH:21]=[CH:22][C:23]=1[Cl:24])[O:5][CH2:6][C@@H:7]([N:11]1[CH:15]=[C:14]([C:16](OCC)=[O:17])[N:13]=[CH:12]1)[C@@H:8]([OH:10])[CH3:9].[OH-].[NH4+:26]. (8) Given the product [C:13]1(=[O:25])[CH2:14][CH2:15][CH2:16][CH2:17][CH2:18][CH2:19][CH2:20][CH2:21][CH2:22][CH2:23][CH2:24]1, predict the reactants needed to synthesize it. The reactants are: C1CCCCCCCCCCC1.[CH2:13]([O:25]C(C1C=C2C(=O)N(O)C(=O)C2=CC=1)=O)[CH2:14][CH2:15][CH2:16][CH2:17][CH2:18][CH2:19][CH2:20][CH2:21][CH2:22][CH2:23][CH3:24].N(OC(C)(C)C)=O.S(=O)(=O)(O)O.[OH-].[Na+].C1(=NO)CCCCCCCCCCC1.[N+](C1CCCCCCCCCCC1)([O-])=O. (9) The reactants are: Br[C:2]1[CH:3]=[C:4]([CH3:14])[C:5]2[N:9]=[C:8]([CH2:10][CH2:11][CH3:12])[NH:7][C:6]=2[CH:13]=1.[C:15]1(B(O)O)[CH:20]=[CH:19][CH:18]=[CH:17][CH:16]=1.C(=O)([O-])[O-].[Na+].[Na+].Cl. Given the product [CH3:14][C:4]1[C:5]2[N:9]=[C:8]([CH2:10][CH2:11][CH3:12])[NH:7][C:6]=2[CH:13]=[C:2]([C:15]2[CH:20]=[CH:19][CH:18]=[CH:17][CH:16]=2)[CH:3]=1, predict the reactants needed to synthesize it.